From a dataset of Catalyst prediction with 721,799 reactions and 888 catalyst types from USPTO. Predict which catalyst facilitates the given reaction. (1) Reactant: I([O-])(=O)(=O)=[O:2].[Na+].[CH:7]1([CH2:12][C@H:13]([C:17]2[CH:22]=[CH:21][CH:20]=[C:19]([S:23][CH3:24])[CH:18]=2)[C:14]([OH:16])=[O:15])[CH2:11][CH2:10][CH2:9][CH2:8]1. The catalyst class is: 72. Product: [CH:7]1([CH2:12][C@H:13]([C:17]2[CH:22]=[CH:21][CH:20]=[C:19]([S:23]([CH3:24])=[O:2])[CH:18]=2)[C:14]([OH:16])=[O:15])[CH2:11][CH2:10][CH2:9][CH2:8]1. (2) Reactant: [Cl:1][C:2]1[N:7]=[C:6]([Cl:8])[C:5]([N+:9]([O-:11])=[O:10])=[C:4](Cl)[N:3]=1.[NH:13]1[CH2:18][CH2:17][O:16][CH2:15][CH2:14]1.CCN(CC)CC. Product: [Cl:1][C:2]1[N:3]=[C:4]([N:13]2[CH2:18][CH2:17][O:16][CH2:15][CH2:14]2)[C:5]([N+:9]([O-:11])=[O:10])=[C:6]([Cl:8])[N:7]=1. The catalyst class is: 2. (3) The catalyst class is: 80. Product: [CH:1]1([N:6]2[C:7]3[N:8]=[C:9]([S:15][CH3:16])[N:10]=[CH:11][C:12]=3[CH:13]=[C:20]([C:21]3[CH:26]=[C:25]([C:27]4[O:28][C:29]([CH2:32][CH:33]([CH3:35])[CH3:34])=[N:30][N:31]=4)[CH:24]=[CH:23][C:22]=3[CH3:36])[C:19]2=[O:18])[CH2:5][CH2:4][CH2:3][CH2:2]1. Reactant: [CH:1]1([NH:6][C:7]2[C:12]([CH:13]=O)=[CH:11][N:10]=[C:9]([S:15][CH3:16])[N:8]=2)[CH2:5][CH2:4][CH2:3][CH2:2]1.C[O:18][C:19](=O)[CH2:20][C:21]1[CH:26]=[C:25]([C:27]2[O:28][C:29]([CH2:32][CH:33]([CH3:35])[CH3:34])=[N:30][N:31]=2)[CH:24]=[CH:23][C:22]=1[CH3:36].C(=O)([O-])[O-].[Cs+].[Cs+]. (4) Reactant: [Cl:1][C:2]1[CH:3]=[CH:4][C:5]([CH2:8][O:9][C:10]2[CH:15]=[CH:14][NH:13][C:12](=[O:16])[CH:11]=2)=[N:6][CH:7]=1.[NH2:17][C:18]1[CH:23]=[CH:22][C:21](I)=[CH:20][N:19]=1.C([O-])([O-])=O.[K+].[K+].OC1C=CC=C2C=1N=CC=C2. Product: [Cl:1][C:2]1[CH:3]=[CH:4][C:5]([CH2:8][O:9][C:10]2[CH:15]=[CH:14][N:13]([C:21]3[CH:20]=[N:19][C:18]([NH2:17])=[CH:23][CH:22]=3)[C:12](=[O:16])[CH:11]=2)=[N:6][CH:7]=1. The catalyst class is: 3. (5) Reactant: N([CH2:4][CH2:5][CH2:6][Si:7]([O:12][CH3:13])([O:10][CH3:11])[O:8][CH3:9])=C=O.[N-]=[C:15]=O.[C:17](=[O:20])([O-:19])[NH2:18]. Product: [CH3:15][O:20][C:17](=[O:19])[NH:18][CH2:4][CH2:5][CH2:6][Si:7]([O:12][CH3:13])([O:8][CH3:9])[O:10][CH3:11]. The catalyst class is: 5. (6) Reactant: [O:1]1[C:10]2[C:5](=[CH:6][CH:7]=[CH:8][CH:9]=2)[C:4](=[O:11])[CH2:3][CH2:2]1.[C:12](OC)(=[O:17])[C:13]([O:15]C)=[O:14].C[O-].[Na+]. Product: [OH:17]/[C:12](=[C:3]1/[CH2:2][O:1][C:10]2[CH:9]=[CH:8][CH:7]=[CH:6][C:5]=2[C:4]/1=[O:11])/[C:13]([OH:15])=[O:14]. The catalyst class is: 5. (7) Reactant: CCN(C(C)C)C(C)C.[CH:10]1([C:13](Cl)=[O:14])[CH2:12][CH2:11]1.O1CCCCC1[N:22]1[CH:30]=[C:29]2[C:24]([CH:25]=[C:26]([C:32]3[CH:37]=[CH:36][C:35]([O:38]C4CCCCO4)=[CH:34][CH:33]=3)[CH:27]=[C:28]2[NH2:31])=[N:23]1. Product: [OH:38][C:35]1[CH:34]=[CH:33][C:32]([C:26]2[CH:25]=[C:24]3[C:29]([CH:30]=[N:22][NH:23]3)=[C:28]([NH:31][C:13]([CH:10]3[CH2:12][CH2:11]3)=[O:14])[CH:27]=2)=[CH:37][CH:36]=1. The catalyst class is: 2. (8) Reactant: [P:1]([OH:13])([O:8][C:9]([CH3:12])([CH3:11])[CH3:10])([O:3][C:4]([CH3:7])([CH3:6])[CH3:5])=[O:2].C(=O)(O)[O-].[Na+].S([O-])(O)(=O)=O.S(Cl)(O[CH2:28][Cl:29])(=O)=O. Product: [P:1]([O:13][CH2:28][Cl:29])([O:3][C:4]([CH3:6])([CH3:7])[CH3:5])([O:8][C:9]([CH3:12])([CH3:11])[CH3:10])=[O:2]. The catalyst class is: 229. (9) Reactant: ClC(Cl)(O[C:5](=[O:11])OC(Cl)(Cl)Cl)Cl.[CH2:13]([N:15]1[C:19]2[N:20]=[C:21]([C:30]3[CH:35]=[CH:34][C:33]([NH2:36])=[CH:32][CH:31]=3)[N:22]=[C:23]([N:24]3[CH2:29][CH2:28][O:27][CH2:26][CH2:25]3)[C:18]=2[N:17]=[N:16]1)[CH3:14].[CH3:37][N:38]([CH3:42])[CH2:39][CH2:40][NH2:41].CCN(CC)CC. Product: [CH3:37][N:38]([CH3:42])[CH2:39][CH2:40][NH:41][C:5]([NH:36][C:33]1[CH:34]=[CH:35][C:30]([C:21]2[N:22]=[C:23]([N:24]3[CH2:25][CH2:26][O:27][CH2:28][CH2:29]3)[C:18]3[N:17]=[N:16][N:15]([CH2:13][CH3:14])[C:19]=3[N:20]=2)=[CH:31][CH:32]=1)=[O:11]. The catalyst class is: 22. (10) Reactant: [Si:1]([O:8][CH:9]([CH:15]1[CH2:23][C:22]2[C:17](=[CH:18][CH:19]=[CH:20][CH:21]=2)[CH2:16]1)[C:10]1[O:11][CH:12]=[CH:13][N:14]=1)([C:4]([CH3:7])([CH3:6])[CH3:5])([CH3:3])[CH3:2].[Li]CCCC.[Sn:29](Cl)([CH2:38][CH2:39][CH2:40][CH3:41])([CH2:34][CH2:35][CH2:36][CH3:37])[CH2:30][CH2:31][CH2:32][CH3:33]. Product: [Si:1]([O:8][CH:9]([CH:15]1[CH2:16][C:17]2[C:22](=[CH:21][CH:20]=[CH:19][CH:18]=2)[CH2:23]1)[C:10]1[O:11][C:12]([Sn:29]([CH2:34][CH2:35][CH2:36][CH3:37])([CH2:38][CH2:39][CH2:40][CH3:41])[CH2:30][CH2:31][CH2:32][CH3:33])=[CH:13][N:14]=1)([C:4]([CH3:7])([CH3:5])[CH3:6])([CH3:3])[CH3:2]. The catalyst class is: 49.